From a dataset of Peptide-MHC class II binding affinity with 134,281 pairs from IEDB. Regression. Given a peptide amino acid sequence and an MHC pseudo amino acid sequence, predict their binding affinity value. This is MHC class II binding data. (1) The peptide sequence is RTLNKIVYIKPAKNI. The MHC is DRB5_0101 with pseudo-sequence DRB5_0101. The binding affinity (normalized) is 0.707. (2) The peptide sequence is NFRFMSKGGMRNVFDEVIPT. The MHC is DRB1_0301 with pseudo-sequence DRB1_0301. The binding affinity (normalized) is 0.364. (3) The peptide sequence is DIYNYMEPYVSKVDP. The MHC is DRB1_0301 with pseudo-sequence DRB1_0301. The binding affinity (normalized) is 0. (4) The peptide sequence is SIVACAKFTCAKSMS. The MHC is DRB1_1101 with pseudo-sequence DRB1_1101. The binding affinity (normalized) is 0.728. (5) The peptide sequence is YDLFLANVSTVLTGK. The MHC is DRB1_0404 with pseudo-sequence DRB1_0404. The binding affinity (normalized) is 0.768. (6) The peptide sequence is DELVGGPPVEASAAA. The MHC is HLA-DPA10103-DPB10401 with pseudo-sequence HLA-DPA10103-DPB10401. The binding affinity (normalized) is 0. (7) The MHC is DRB4_0101 with pseudo-sequence DRB4_0103. The peptide sequence is WKRMEVGQQAVEVWQ. The binding affinity (normalized) is 0.494.